Dataset: Peptide-MHC class I binding affinity with 185,985 pairs from IEDB/IMGT. Task: Regression. Given a peptide amino acid sequence and an MHC pseudo amino acid sequence, predict their binding affinity value. This is MHC class I binding data. (1) The peptide sequence is ACQGVGGPGHK. The MHC is HLA-B07:02 with pseudo-sequence HLA-B07:02. The binding affinity (normalized) is 0.0255. (2) The peptide sequence is TEDQGHFPL. The MHC is HLA-A29:02 with pseudo-sequence HLA-A29:02. The binding affinity (normalized) is 0.0847. (3) The binding affinity (normalized) is 0.0770. The peptide sequence is PSSIAARGY. The MHC is HLA-A01:01 with pseudo-sequence HLA-A01:01. (4) The peptide sequence is TMNVTTHKY. The MHC is HLA-A29:02 with pseudo-sequence HLA-A29:02. The binding affinity (normalized) is 0.775. (5) The binding affinity (normalized) is 0.0150. The MHC is HLA-A02:06 with pseudo-sequence HLA-A02:06. The peptide sequence is PLPSLEYGA. (6) The peptide sequence is IRYLGVLLY. The MHC is HLA-A68:02 with pseudo-sequence HLA-A68:02. The binding affinity (normalized) is 0.0847. (7) The peptide sequence is VIYRGVNFA. The MHC is HLA-B15:01 with pseudo-sequence HLA-B15:01. The binding affinity (normalized) is 0.